From a dataset of Full USPTO retrosynthesis dataset with 1.9M reactions from patents (1976-2016). Predict the reactants needed to synthesize the given product. (1) Given the product [CH3:1][O:2][C:3]1[CH:4]=[C:5]([C:11]2[C:12](=[O:13])[NH:27][N:28]=[C:14]([CH3:23])[C:15]=2[C:16]2[CH:21]=[CH:20][C:19]([F:22])=[CH:18][CH:17]=2)[CH:6]=[C:7]([O:9][CH3:10])[CH:8]=1, predict the reactants needed to synthesize it. The reactants are: [CH3:1][O:2][C:3]1[CH:4]=[C:5]([C:11]2[C:12](=O)[O:13][C:14](O)([CH3:23])[C:15]=2[C:16]2[CH:21]=[CH:20][C:19]([F:22])=[CH:18][CH:17]=2)[CH:6]=[C:7]([O:9][CH3:10])[CH:8]=1.O.[NH2:27][NH2:28]. (2) Given the product [F:13][C:7]1[CH:8]=[CH:9][CH:10]=[C:11]2[C:6]=1[CH2:5][O:4][CH2:1][C:2]2=[CH2:3], predict the reactants needed to synthesize it. The reactants are: [CH2:1]([O:4][CH2:5][C:6]1[C:11](I)=[CH:10][CH:9]=[CH:8][C:7]=1[F:13])[CH:2]=[CH2:3].